This data is from Catalyst prediction with 721,799 reactions and 888 catalyst types from USPTO. The task is: Predict which catalyst facilitates the given reaction. (1) The catalyst class is: 7. Reactant: [C:9](O[C:9]([O:11][C:12]([CH3:15])([CH3:14])[CH3:13])=[O:10])([O:11][C:12]([CH3:15])([CH3:14])[CH3:13])=[O:10].[NH2:16][C:17]1[CH:25]=[CH:24][C:20]([CH2:21][CH2:22][OH:23])=[CH:19][CH:18]=1. Product: [C:12]([O:11][C:9](=[O:10])[NH:16][C:17]1[CH:25]=[CH:24][C:20]([CH2:21][CH2:22][OH:23])=[CH:19][CH:18]=1)([CH3:13])([CH3:14])[CH3:15]. (2) Reactant: [F:1][C:2]([F:14])([F:13])[C:3]1[CH:11]=[C:10]2[C:6]([CH:7]=[CH:8][C:9]2=[O:12])=[CH:5][CH:4]=1.[CH3:15][C:16]1([N:29]2[CH2:34][CH2:33][NH:32][CH:31]([CH3:35])[CH2:30]2)[CH2:21][CH2:20][N:19]([C:22]([O:24][C:25]([CH3:28])([CH3:27])[CH3:26])=[O:23])[CH2:18][CH2:17]1. Product: [CH3:15][C:16]1([N:29]2[CH2:34][CH2:33][N:32]([CH:7]3[C:6]4[C:10](=[CH:11][C:3]([C:2]([F:13])([F:14])[F:1])=[CH:4][CH:5]=4)[C:9](=[O:12])[CH2:8]3)[CH:31]([CH3:35])[CH2:30]2)[CH2:21][CH2:20][N:19]([C:22]([O:24][C:25]([CH3:26])([CH3:27])[CH3:28])=[O:23])[CH2:18][CH2:17]1. The catalyst class is: 53.